Dataset: NCI-60 drug combinations with 297,098 pairs across 59 cell lines. Task: Regression. Given two drug SMILES strings and cell line genomic features, predict the synergy score measuring deviation from expected non-interaction effect. Drug 1: CCC1=CC2CC(C3=C(CN(C2)C1)C4=CC=CC=C4N3)(C5=C(C=C6C(=C5)C78CCN9C7C(C=CC9)(C(C(C8N6C)(C(=O)OC)O)OC(=O)C)CC)OC)C(=O)OC.C(C(C(=O)O)O)(C(=O)O)O. Drug 2: COC1=C2C(=CC3=C1OC=C3)C=CC(=O)O2. Cell line: SF-268. Synergy scores: CSS=14.9, Synergy_ZIP=-0.276, Synergy_Bliss=-0.0456, Synergy_Loewe=-34.4, Synergy_HSA=-0.477.